Dataset: Full USPTO retrosynthesis dataset with 1.9M reactions from patents (1976-2016). Task: Predict the reactants needed to synthesize the given product. (1) Given the product [F:18][C:13]1[CH:14]=[CH:15][CH:16]=[CH:17][C:12]=1[C@:8]12[CH2:9][CH2:10][CH2:11][C@H:7]1[CH2:6][S:3][C:2]([NH2:4])=[N:1]2, predict the reactants needed to synthesize it. The reactants are: [NH2:1][C:2]([NH2:4])=[S:3].Cl[CH2:6][C:7]1[CH2:11][CH2:10][CH2:9][C:8]=1[C:12]1[CH:17]=[CH:16][CH:15]=[CH:14][C:13]=1[F:18]. (2) Given the product [CH2:1]([O:3][C:4]1[CH:5]=[C:6]2[C:11](=[CH:12][C:13]=1[N+:15]([O-:17])=[O:16])[NH:10][C:9](=[O:14])[CH2:8][CH2:7]2)[CH3:2], predict the reactants needed to synthesize it. The reactants are: [CH2:1]([O:3][C:4]1[CH:5]=[C:6]2[C:11](=[CH:12][CH:13]=1)[NH:10][C:9](=[O:14])[CH2:8][CH2:7]2)[CH3:2].[N:15]([O-:17])=[O:16].[Na+]. (3) Given the product [CH3:1][O:2][C:3]([C:5]1[C:6]([OH:29])=[C:7]2[C:12](=[C:13]([C:35]3[CH:36]=[N:37][CH:38]=[CH:39][CH:40]=3)[N:14]=1)[N:11]([C:16]1[CH:21]=[CH:20][CH:19]=[CH:18][CH:17]=1)[C:10](=[O:22])[C:9]([C:23]1[CH:28]=[CH:27][CH:26]=[CH:25][CH:24]=1)=[CH:8]2)=[O:4], predict the reactants needed to synthesize it. The reactants are: [CH3:1][O:2][C:3]([C:5]1[C:6]([OH:29])=[C:7]2[C:12](=[C:13](Br)[N:14]=1)[N:11]([C:16]1[CH:21]=[CH:20][CH:19]=[CH:18][CH:17]=1)[C:10](=[O:22])[C:9]([C:23]1[CH:28]=[CH:27][CH:26]=[CH:25][CH:24]=1)=[CH:8]2)=[O:4].C([Sn](CCCC)(CCCC)[C:35]1[CH:36]=[N:37][CH:38]=[CH:39][CH:40]=1)CCC.CN(C=O)C.Cl. (4) Given the product [ClH:37].[F:1][C:2]1[CH:7]=[C:6]([C:8]2[C:9]3[C:10]4[CH:24]=[CH:23][S:22][C:11]=4[C:12](=[O:21])[NH:13][C:14]=3[C:15]([CH3:20])=[CH:16][C:17]=2[O:18][CH3:19])[CH:5]=[CH:4][C:3]=1[C@@H:25]([CH3:36])[CH2:26][NH:27][CH3:28], predict the reactants needed to synthesize it. The reactants are: [F:1][C:2]1[CH:7]=[C:6]([C:8]2[C:9]3[C:10]4[CH:24]=[CH:23][S:22][C:11]=4[C:12](=[O:21])[NH:13][C:14]=3[C:15]([CH3:20])=[CH:16][C:17]=2[O:18][CH3:19])[CH:5]=[CH:4][C:3]=1[C@@H:25]([CH3:36])[CH2:26][N:27](C)[C:28](=O)OC(C)(C)C.[ClH:37]. (5) The reactants are: [CH2:1]([Mg]Br)[CH3:2].[F:5][C:6]([F:17])([F:16])[O:7][C:8]1[CH:15]=[CH:14][C:11]([C:12]#[N:13])=[CH:10][CH:9]=1.Cl.[OH-].[Na+]. Given the product [F:5][C:6]([F:16])([F:17])[O:7][C:8]1[CH:15]=[CH:14][C:11]([C:12]2([NH2:13])[CH2:2][CH2:1]2)=[CH:10][CH:9]=1, predict the reactants needed to synthesize it. (6) The reactants are: O[Li:2].O.[CH3:4][O:5][C:6]([NH:8][CH2:9][CH2:10][O:11][CH:12]([C:23]1[CH:24]=[C:25](C)[CH:26]=[CH:27][CH:28]=1)[C:13]1[CH:14]=[C:15]([CH:20]=[CH:21][CH:22]=1)[C:16]([O:18]C)=[O:17])=[O:7]. Given the product [CH3:4][O:5][C:6]([NH:8][CH2:9][CH2:10][O:11][CH:12]([C:23]1[CH:24]=[CH:25][CH:26]=[CH:27][CH:28]=1)[C:13]1[CH:14]=[C:15]([CH:20]=[CH:21][CH:22]=1)[C:16]([O-:18])=[O:17])=[O:7].[Li+:2], predict the reactants needed to synthesize it. (7) Given the product [CH2:1]([O:8][C:9]1[CH:14]=[CH:13][CH:12]=[C:11]2[C:10]=1[C:16](=[O:27])[CH:17]=[C:18]([CH:19]=[CH:20][C:21]1[CH:26]=[CH:25][CH:24]=[CH:23][CH:22]=1)[O:15]2)[C:2]1[CH:3]=[CH:4][CH:5]=[CH:6][CH:7]=1, predict the reactants needed to synthesize it. The reactants are: [CH2:1]([O:8][C:9]1[CH:14]=[CH:13][CH:12]=[C:11]([OH:15])[C:10]=1[C:16](=[O:27])[CH:17]=[CH:18][CH:19]=[CH:20][C:21]1[CH:26]=[CH:25][CH:24]=[CH:23][CH:22]=1)[C:2]1[CH:7]=[CH:6][CH:5]=[CH:4][CH:3]=1.II.O. (8) Given the product [Br:1][C:2]1[CH:3]=[C:4]([C:10]([N:12]2[CH2:17][CH2:16][O:15][C:14]3[CH:18]=[N:19][CH:20]=[CH:21][C:13]2=3)=[O:11])[CH:5]=[CH:6][C:7]=1[OH:8], predict the reactants needed to synthesize it. The reactants are: [Br:1][C:2]1[CH:3]=[C:4]([C:10]([N:12]2[CH2:17][CH2:16][O:15][C:14]3[CH:18]=[N:19][CH:20]=[CH:21][C:13]2=3)=[O:11])[CH:5]=[CH:6][C:7]=1[O:8]C.B(Br)(Br)Br. (9) Given the product [Cl:4][C:5]1[C:6]([F:15])=[C:7]([CH:8]=[CH:9][C:10]=1[F:11])[NH2:12], predict the reactants needed to synthesize it. The reactants are: [Sn](Cl)Cl.[Cl:4][C:5]1[C:6]([F:15])=[C:7]([N+:12]([O-])=O)[CH:8]=[CH:9][C:10]=1[F:11].Cl.[OH-].[Na+].